From a dataset of Full USPTO retrosynthesis dataset with 1.9M reactions from patents (1976-2016). Predict the reactants needed to synthesize the given product. The reactants are: [NH:1]1[C:9]2[C:4](=[CH:5][CH:6]=[CH:7][CH:8]=2)[CH2:3][C:2]1=[O:10].C[Si]([N-][Si](C)(C)C)(C)C.[Li+].[Br:21][C:22]1[C:23]2[CH:30]([C:31]3[CH:36]=[CH:35][CH:34]=[CH:33][CH:32]=3)[O:29][C:28](=O)[C:24]=2[CH:25]=[N:26][CH:27]=1.Cl. Given the product [Br:21][C:22]1[C:23]2[CH:30]([C:31]3[CH:36]=[CH:35][CH:34]=[CH:33][CH:32]=3)[O:29][C:28](=[C:3]3[C:4]4[C:9](=[CH:8][CH:7]=[CH:6][CH:5]=4)[NH:1][C:2]3=[O:10])[C:24]=2[CH:25]=[N:26][CH:27]=1, predict the reactants needed to synthesize it.